From a dataset of Full USPTO retrosynthesis dataset with 1.9M reactions from patents (1976-2016). Predict the reactants needed to synthesize the given product. Given the product [OH:4][CH2:5][CH2:6][CH2:7][CH2:8][O:9][C:10]1[CH:15]=[CH:14][C:13]([C:16]2[N:17]=[C:18]3[CH:23]=[CH:22][C:21]([Cl:24])=[CH:20][N:19]3[C:25]=2[CH2:26][C:27]([N:29]([CH2:32][CH3:33])[CH2:30][CH3:31])=[O:28])=[CH:12][CH:11]=1, predict the reactants needed to synthesize it. The reactants are: C([O:4][CH2:5][CH2:6][CH2:7][CH2:8][O:9][C:10]1[CH:15]=[CH:14][C:13]([C:16]2[N:17]=[C:18]3[CH:23]=[CH:22][C:21]([Cl:24])=[CH:20][N:19]3[C:25]=2[CH2:26][C:27]([N:29]([CH2:32][CH3:33])[CH2:30][CH3:31])=[O:28])=[CH:12][CH:11]=1)(=O)C.C(=O)([O-])[O-].[Cs+].[Cs+].